This data is from Peptide-MHC class I binding affinity with 185,985 pairs from IEDB/IMGT. The task is: Regression. Given a peptide amino acid sequence and an MHC pseudo amino acid sequence, predict their binding affinity value. This is MHC class I binding data. (1) The MHC is H-2-Kb with pseudo-sequence H-2-Kb. The binding affinity (normalized) is 0.559. The peptide sequence is TSNEFYNVV. (2) The peptide sequence is SMTCIAVGMV. The MHC is HLA-A02:03 with pseudo-sequence HLA-A02:03. The binding affinity (normalized) is 0.716. (3) The MHC is HLA-B27:03 with pseudo-sequence HLA-B27:03. The binding affinity (normalized) is 0.0847. The peptide sequence is MHCDFAFWV. (4) The peptide sequence is DIDLLFNEKL. The MHC is HLA-A02:06 with pseudo-sequence HLA-A02:06. The binding affinity (normalized) is 0.0615. (5) The peptide sequence is QRSTLERTSKASLER. The MHC is HLA-A68:01 with pseudo-sequence HLA-A68:01. The binding affinity (normalized) is 0.360.